Predict the reactants needed to synthesize the given product. From a dataset of Full USPTO retrosynthesis dataset with 1.9M reactions from patents (1976-2016). (1) Given the product [CH3:18][O:19][C:20]1[CH:26]=[CH:25][C:24]([O:27][CH3:28])=[CH:23][C:21]=1[NH:22][C:2]1[CH:7]=[C:6]([C:8]([F:11])([F:10])[F:9])[N:5]=[C:4]([C:12]2[CH:13]=[N:14][CH:15]=[CH:16][CH:17]=2)[N:3]=1, predict the reactants needed to synthesize it. The reactants are: Cl[C:2]1[CH:7]=[C:6]([C:8]([F:11])([F:10])[F:9])[N:5]=[C:4]([C:12]2[CH:13]=[N:14][CH:15]=[CH:16][CH:17]=2)[N:3]=1.[CH3:18][O:19][C:20]1[CH:26]=[CH:25][C:24]([O:27][CH3:28])=[CH:23][C:21]=1[NH2:22]. (2) Given the product [Cl:9][C:10]1[CH:11]=[CH:12][C:13]([F:29])=[C:14]([C:16]2[CH:25]=[C:24]([C:5]3[CH:6]=[CH:7][C:2]([NH2:1])=[N:3][CH:4]=3)[C:23]3[C:18](=[N:19][CH:20]=[CH:21][CH:22]=3)[N:17]=2)[CH:15]=1, predict the reactants needed to synthesize it. The reactants are: [NH2:1][C:2]1[CH:7]=[CH:6][C:5](Br)=[CH:4][N:3]=1.[Cl:9][C:10]1[CH:11]=[CH:12][C:13]([F:29])=[C:14]([C:16]2[CH:25]=[C:24](B(O)O)[C:23]3[C:18](=[N:19][CH:20]=[CH:21][CH:22]=3)[N:17]=2)[CH:15]=1.C(=O)([O-])[O-].[Cs+].[Cs+].ClCCl. (3) The reactants are: [NH2:1][C@H:2]1[CH2:6][CH2:5][N:4]([C:7]2[CH:8]=[C:9]3[C:14](=[CH:15][CH:16]=2)[CH2:13][N:12]([C:17]([O:19][C:20]([CH3:23])([CH3:22])[CH3:21])=[O:18])[CH2:11][CH2:10]3)[C:3]1=[O:24].[Cl:25][C:26]1[S:30][C:29](/[CH:31]=[CH:32]/[S:33](Cl)(=[O:35])=[O:34])=[CH:28][CH:27]=1. Given the product [Cl:25][C:26]1[S:30][C:29](/[CH:31]=[CH:32]/[S:33]([NH:1][C@H:2]2[CH2:6][CH2:5][N:4]([C:7]3[CH:8]=[C:9]4[C:14](=[CH:15][CH:16]=3)[CH2:13][N:12]([C:17]([O:19][C:20]([CH3:21])([CH3:23])[CH3:22])=[O:18])[CH2:11][CH2:10]4)[C:3]2=[O:24])(=[O:35])=[O:34])=[CH:28][CH:27]=1, predict the reactants needed to synthesize it.